Task: Predict the product of the given reaction.. Dataset: Forward reaction prediction with 1.9M reactions from USPTO patents (1976-2016) Given the reactants [C:1]([O:5][C:6]([N:8]1[CH2:13][CH2:12][N:11]([C:14]([C:16]2[CH:24]=[CH:23][C:19]3[NH:20][CH:21]=[N:22][C:18]=3[CH:17]=2)=[O:15])[CH2:10][CH2:9]1)=[O:7])([CH3:4])([CH3:3])[CH3:2].C(=O)([O-])[O-].[K+].[K+].C1(=O)OC(=O)CC1, predict the reaction product. The product is: [C:1]([O:5][C:6]([N:8]1[CH2:9][CH2:10][N:11]([C:14]([C:16]2[CH:24]=[CH:23][C:19]3[N:20]([CH2:6][N:8]([CH3:13])[CH3:9])[CH:21]=[N:22][C:18]=3[CH:17]=2)=[O:15])[CH2:12][CH2:13]1)=[O:7])([CH3:4])([CH3:2])[CH3:3].